From a dataset of Full USPTO retrosynthesis dataset with 1.9M reactions from patents (1976-2016). Predict the reactants needed to synthesize the given product. (1) Given the product [Br:8][C:9]1[N:10]=[CH:11][C:12]([CH:16]([C:17]2[C:22]([F:23])=[CH:21][CH:20]=[C:19]([F:24])[C:18]=2[F:25])[SH:26])=[C:13]([CH3:15])[CH:14]=1, predict the reactants needed to synthesize it. The reactants are: FC(F)(F)C(O)=O.[Br:8][C:9]1[CH:14]=[C:13]([CH3:15])[C:12]([CH:16]([S:26]CC2C=CC(OC)=CC=2)[C:17]2[C:22]([F:23])=[CH:21][CH:20]=[C:19]([F:24])[C:18]=2[F:25])=[CH:11][N:10]=1. (2) Given the product [F:32][CH:31]([F:33])[CH2:30][N:13]1[CH2:12][CH2:11][CH:10]([C:7]2[CH:8]=[CH:9][C:4]([N+:1]([O-:3])=[O:2])=[CH:5][CH:6]=2)[CH2:15][CH2:14]1, predict the reactants needed to synthesize it. The reactants are: [N+:1]([C:4]1[CH:9]=[CH:8][C:7]([CH:10]2[CH2:15][CH2:14][NH:13][CH2:12][CH2:11]2)=[CH:6][CH:5]=1)([O-:3])=[O:2].C(=O)([O-])[O-].[K+].[K+].O([CH2:30][CH:31]([F:33])[F:32])S(C(F)(F)F)(=O)=O. (3) Given the product [Br:27][C:7]1[N:6]=[C:5]([C:8]([O:10][CH2:11][CH3:12])=[O:9])[C:4]([NH:13][CH2:14][C:15]2[CH:19]=[CH:18][O:17][N:16]=2)=[CH:3][C:2]=1[F:1], predict the reactants needed to synthesize it. The reactants are: [F:1][C:2]1[CH:3]=[C:4]([NH:13][CH2:14][C:15]2[CH:19]=[CH:18][O:17][N:16]=2)[C:5]([C:8]([O:10][CH2:11][CH3:12])=[O:9])=[N:6][CH:7]=1.C1C(=O)N([Br:27])C(=O)C1. (4) Given the product [Cl:1][C:2]1[CH:3]=[CH:4][C:5]([C:8]2[C:12]3[CH:13]=[CH:14][C:15]([CH2:17][CH2:18][CH2:19][OH:20])=[CH:16][C:11]=3[S:10][N:9]=2)=[CH:6][CH:7]=1, predict the reactants needed to synthesize it. The reactants are: [Cl:1][C:2]1[CH:7]=[CH:6][C:5]([C:8]2[C:12]3[CH:13]=[CH:14][C:15]([C:17]#[C:18][CH2:19][OH:20])=[CH:16][C:11]=3[S:10][N:9]=2)=[CH:4][CH:3]=1. (5) The reactants are: [Br:1][C:2]1[CH:3]=[C:4]([CH:8]=[C:9]([C:11]([F:14])([F:13])[F:12])[CH:10]=1)[C:5](O)=[O:6].C(Cl)(=O)C(Cl)=O.CN(C=O)C.Cl.[CH3:27][NH:28][O:29][CH3:30]. Given the product [Br:1][C:2]1[CH:3]=[C:4]([CH:8]=[C:9]([C:11]([F:14])([F:13])[F:12])[CH:10]=1)[C:5]([N:28]([O:29][CH3:30])[CH3:27])=[O:6], predict the reactants needed to synthesize it. (6) Given the product [F:21][C:3]1[CH:4]=[C:5]([S:8]([NH:11][C:12]2[CH:17]=[CH:16][CH:15]=[C:14]([N+:18]([O-:20])=[O:19])[CH:13]=2)(=[O:10])=[O:9])[CH:6]=[CH:7][C:2]=1[C:30]1[O:31][C:32]([CH3:35])=[CH:33][CH:34]=1, predict the reactants needed to synthesize it. The reactants are: Br[C:2]1[CH:7]=[CH:6][C:5]([S:8]([NH:11][C:12]2[CH:17]=[CH:16][CH:15]=[C:14]([N+:18]([O-:20])=[O:19])[CH:13]=2)(=[O:10])=[O:9])=[CH:4][C:3]=1[F:21].CC1(C)C(C)(C)OB([C:30]2[O:31][C:32]([CH3:35])=[CH:33][CH:34]=2)O1.C(=O)([O-])[O-].[Na+].[Na+].COCCOC. (7) Given the product [Br:13][CH:10]([CH3:11])[C:9]([C:4]1[CH:5]=[CH:6][C:7]([Cl:8])=[C:2]([Cl:1])[CH:3]=1)=[O:12], predict the reactants needed to synthesize it. The reactants are: [Cl:1][C:2]1[CH:3]=[C:4]([C:9](=[O:12])[CH2:10][CH3:11])[CH:5]=[CH:6][C:7]=1[Cl:8].[Br:13]Br.CCCCCC.